Dataset: Full USPTO retrosynthesis dataset with 1.9M reactions from patents (1976-2016). Task: Predict the reactants needed to synthesize the given product. (1) Given the product [CH:8]1([N:11]2[CH:16]=[CH:15][C:14]([OH:17])=[CH:13][C:12]2=[O:27])[CH2:10][CH2:9]1, predict the reactants needed to synthesize it. The reactants are: FC(F)(F)C(O)=O.[CH:8]1([N:11]2[CH:16]=[CH:15][C:14]([O:17]CC3C=CC(OC)=CC=3)=[CH:13][C:12]2=[O:27])[CH2:10][CH2:9]1. (2) Given the product [ClH:40].[ClH:43].[N:1]1[N:2]=[C:3]([C:10]2[CH:19]=[CH:18][C:17]3[C:12](=[C:13]([O:20][C@H:21]4[CH2:26][CH2:25][NH:24][C@H:23]([C:34]([N:35]([CH3:37])[CH3:36])=[O:38])[CH2:22]4)[CH:14]=[CH:15][CH:16]=3)[N:11]=2)[N:4]2[CH:9]=[CH:8][CH:7]=[CH:6][C:5]=12, predict the reactants needed to synthesize it. The reactants are: [N:1]1[N:2]=[C:3]([C:10]2[CH:19]=[CH:18][C:17]3[C:12](=[C:13]([O:20][C@H:21]4[CH2:26][CH2:25][N:24](C(OC(C)(C)C)=O)[C@H:23]([C:34](=[O:38])[N:35]([CH3:37])[CH3:36])[CH2:22]4)[CH:14]=[CH:15][CH:16]=3)[N:11]=2)[N:4]2[CH:9]=[CH:8][CH:7]=[CH:6][C:5]=12.C(Cl)(Cl)[Cl:40].[ClH:43]. (3) Given the product [CH2:1]([C:3]([C:7]1[CH:8]=[CH:9][C:10]([OH:17])=[C:11]([NH:13][C:14](=[O:16])[CH3:15])[CH:12]=1)([C:20]1[C:21]2[C:26](=[C:25]([NH:27][S:28]([CH3:31])(=[O:29])=[O:30])[CH:24]=[CH:23][CH:22]=2)[NH:18][CH:19]=1)[CH2:4][CH3:5])[CH3:2], predict the reactants needed to synthesize it. The reactants are: [CH2:1]([C:3]([C:7]1[CH:8]=[CH:9][C:10]([OH:17])=[C:11]([NH:13][C:14](=[O:16])[CH3:15])[CH:12]=1)(O)[CH2:4][CH3:5])[CH3:2].[NH:18]1[C:26]2[C:21](=[CH:22][CH:23]=[CH:24][C:25]=2[NH:27][S:28]([CH3:31])(=[O:30])=[O:29])[CH:20]=[CH:19]1.C(O)(C(F)(F)F)=O.C([O-])(O)=O.[Na+]. (4) Given the product [CH:1]1([CH2:4][N:5]2[C:13]3[C:8](=[CH:9][CH:10]=[C:11]([O:14][CH2:15][CH3:16])[CH:12]=3)[C:7]([F:26])=[C:6]2[C:17]2[CH:18]=[CH:19][C:20]([N+:23]([O-:25])=[O:24])=[CH:21][CH:22]=2)[CH2:3][CH2:2]1, predict the reactants needed to synthesize it. The reactants are: [CH:1]1([CH2:4][N:5]2[C:13]3[C:8](=[CH:9][CH:10]=[C:11]([O:14][CH2:15][CH3:16])[CH:12]=3)[CH:7]=[C:6]2[C:17]2[CH:22]=[CH:21][C:20]([N+:23]([O-:25])=[O:24])=[CH:19][CH:18]=2)[CH2:3][CH2:2]1.[F:26][B-](F)(F)F.F[N+]1C(C)=CC(C)=CC=1C.